Dataset: Catalyst prediction with 721,799 reactions and 888 catalyst types from USPTO. Task: Predict which catalyst facilitates the given reaction. (1) Reactant: [NH2:1][C:2]1[C:3]([C:12]([OH:14])=[O:13])=[CH:4][C:5]2[C:10]([CH:11]=1)=[CH:9][CH:8]=[CH:7][CH:6]=2.[CH3:15][C:16]1[CH:21]=[CH:20][CH:19]=[C:18]([CH3:22])[C:17]=1[N:23]=[C:24]=[O:25].Cl. Product: [CH3:22][C:18]1[CH:19]=[CH:20][CH:21]=[C:16]([CH3:15])[C:17]=1[NH:23][C:24]([NH:1][C:2]1[C:3]([C:12]([OH:14])=[O:13])=[CH:4][C:5]2[C:10]([CH:11]=1)=[CH:9][CH:8]=[CH:7][CH:6]=2)=[O:25]. The catalyst class is: 3. (2) Reactant: C[SiH](C)C1C=CC=CC=1[SiH](C)C.[CH3:13][N:14]([CH3:25])[C:15](=O)[C:16]1[CH:21]=[CH:20][C:19]([O:22][CH3:23])=[CH:18][CH:17]=1. Product: [CH3:25][N:14]([CH2:15][C:16]1[CH:17]=[CH:18][C:19]([O:22][CH3:23])=[CH:20][CH:21]=1)[CH3:13]. The catalyst class is: 11. (3) Reactant: [OH:1][C:2]1[CH:3]=[C:4]([C@H:9]([CH3:13])[C:10]([OH:12])=[O:11])[CH:5]=[C:6]([OH:8])[CH:7]=1.[C:14]1([CH3:24])[CH2:19][CH2:18][C:17]([CH:20]([CH3:22])[CH3:21])=[C:16](O)[CH:15]=1.CCCCCC. Product: [OH:1][C:2]1[CH:3]=[C:4]([C@H:9]([CH3:13])[C:10]([OH:12])=[O:11])[CH:5]=[C:6]2[C:7]=1[C@@H:18]1[CH2:19][C:14]([CH3:24])=[CH:15][CH2:16][C@H:17]1[C:20]([CH3:22])([CH3:21])[O:8]2. The catalyst class is: 22. (4) Reactant: Cl.[CH2:2]([O:4][C:5](=[O:27])[C@@H:6]([O:24][CH2:25][CH3:26])[CH2:7][C:8]1[CH:13]=[CH:12][C:11]([O:14][CH2:15][CH2:16][C:17]2[CH:22]=[CH:21][C:20]([NH2:23])=[CH:19][CH:18]=2)=[CH:10][CH:9]=1)[CH3:3].C(N(CC)CC)C.[C:35]1([CH2:41][S:42](Cl)(=[O:44])=[O:43])[CH:40]=[CH:39][CH:38]=[CH:37][CH:36]=1.O. Product: [CH2:2]([O:4][C:5](=[O:27])[C@@H:6]([O:24][CH2:25][CH3:26])[CH2:7][C:8]1[CH:13]=[CH:12][C:11]([O:14][CH2:15][CH2:16][C:17]2[CH:18]=[CH:19][C:20]([NH:23][S:42]([CH2:41][C:35]3[CH:40]=[CH:39][CH:38]=[CH:37][CH:36]=3)(=[O:44])=[O:43])=[CH:21][CH:22]=2)=[CH:10][CH:9]=1)[CH3:3]. The catalyst class is: 4. (5) Reactant: [CH3:1][C:2]1([CH3:31])[CH2:11][C:10]2[C:5](=[CH:6][CH:7]=[C:8]([C:12]([O:14]C)=[O:13])[CH:9]=2)[NH:4][CH:3]1[C:16]1[CH:21]=[CH:20][CH:19]=[C:18]([C:22](=[O:30])[NH:23][CH:24]2[CH2:28][CH2:27][N:26]([CH3:29])[CH2:25]2)[CH:17]=1.[OH-].[Na+]. Product: [CH3:1][C:2]1([CH3:31])[CH2:11][C:10]2[C:5](=[CH:6][CH:7]=[C:8]([C:12]([OH:14])=[O:13])[CH:9]=2)[NH:4][CH:3]1[C:16]1[CH:21]=[CH:20][CH:19]=[C:18]([C:22](=[O:30])[NH:23][CH:24]2[CH2:28][CH2:27][N:26]([CH3:29])[CH2:25]2)[CH:17]=1. The catalyst class is: 5. (6) Reactant: [CH2:1]([O:5][C:6]1[N:11]=[CH:10][N:9]=[C:8]([O:12][CH:13]([CH3:18])[C:14]([CH3:17])(O)[CH3:15])[CH:7]=1)[C:2]#[C:3][CH3:4].N1C=CC=CC=1.S(Cl)(Cl)=O.O. Product: [CH2:1]([O:5][C:6]1[CH:7]=[C:8]([O:12][CH:13]([CH3:18])[C:14]([CH3:17])=[CH2:15])[N:9]=[CH:10][N:11]=1)[C:2]#[C:3][CH3:4]. The catalyst class is: 22. (7) Reactant: [F:1][C:2]([F:36])([F:35])[C:3]1[CH:4]=[C:5]([CH:28]=[C:29]([C:31]([F:34])([F:33])[F:32])[CH:30]=1)[CH2:6][N:7]1[CH2:14][CH2:13][CH2:12][O:11][C:10]2[N:15]=[C:16](Cl)[CH:17]=[C:18]([C:19]3[CH:24]=[CH:23][CH:22]=[CH:21][C:20]=3[CH3:25])[C:9]=2[C:8]1=[O:27].[C:37]([N:40]1[CH2:45][CH2:44][NH:43][CH2:42][CH2:41]1)(=[O:39])[CH3:38]. Product: [C:37]([N:40]1[CH2:45][CH2:44][N:43]([C:16]2[CH:17]=[C:18]([C:19]3[CH:24]=[CH:23][CH:22]=[CH:21][C:20]=3[CH3:25])[C:9]3[C:8](=[O:27])[N:7]([CH2:6][C:5]4[CH:4]=[C:3]([C:2]([F:36])([F:35])[F:1])[CH:30]=[C:29]([C:31]([F:34])([F:33])[F:32])[CH:28]=4)[CH2:14][CH2:13][CH2:12][O:11][C:10]=3[N:15]=2)[CH2:42][CH2:41]1)(=[O:39])[CH3:38]. The catalyst class is: 6. (8) Reactant: [CH3:1][O:2][C:3]1[CH:4]=[C:5]2[C:10](=[CH:11][C:12]=1[O:13][CH3:14])[N:9]=[CH:8][N:7]=[C:6]2[O:15][C:16]1[CH:22]=[CH:21][C:19]([NH2:20])=[CH:18][CH:17]=1.C(O)C.[Cl:26][C:27]1[CH:32]=[CH:31][CH:30]=[CH:29][C:28]=1[C:33]([N:35]=[C:36]=[S:37])=[O:34]. Product: [Cl:26][C:27]1[CH:32]=[CH:31][CH:30]=[CH:29][C:28]=1[C:33]([NH:35][C:36]([NH:20][C:19]1[CH:21]=[CH:22][C:16]([O:15][C:6]2[C:5]3[C:10](=[CH:11][C:12]([O:13][CH3:14])=[C:3]([O:2][CH3:1])[CH:4]=3)[N:9]=[CH:8][N:7]=2)=[CH:17][CH:18]=1)=[S:37])=[O:34]. The catalyst class is: 11. (9) The catalyst class is: 2. Reactant: [OH:1][C:2]1[CH:9]=[CH:8][C:5]([CH:6]=[O:7])=[C:4]([CH:10]([CH3:12])[CH3:11])[CH:3]=1.[F:13][C:14]([F:34])([F:33])[S:15](N(C1C=CC(Cl)=CN=1)[S:15]([C:14]([F:34])([F:33])[F:13])(=[O:17])=[O:16])(=[O:17])=[O:16].C(N(CC)CC)C. Product: [F:13][C:14]([F:34])([F:33])[S:15]([O:1][C:2]1[CH:9]=[CH:8][C:5]([CH:6]=[O:7])=[C:4]([CH:10]([CH3:12])[CH3:11])[CH:3]=1)(=[O:17])=[O:16]. (10) Reactant: [CH2:1]([Si:3]([CH2:19][CH3:20])([CH2:17][CH3:18])[C:4]#[C:5][CH2:6][C@@H:7]([CH3:16])[CH2:8][O:9]C1CCCCO1)[CH3:2].Cl.[OH-].[Na+]. Product: [CH3:16][C@H:7]([CH2:6][C:5]#[C:4][Si:3]([CH2:19][CH3:20])([CH2:1][CH3:2])[CH2:17][CH3:18])[CH2:8][OH:9]. The catalyst class is: 7.